From a dataset of Full USPTO retrosynthesis dataset with 1.9M reactions from patents (1976-2016). Predict the reactants needed to synthesize the given product. (1) Given the product [CH:1]([C:4]1[CH:9]=[CH:8][CH:7]=[C:6]([CH:10]([CH3:12])[CH3:11])[C:5]=1[N:13]1[C:35](=[O:36])[C:32]2[C:33]3[C:34]4[C:29](=[C:30]([O:51][C:48]5[CH:47]=[CH:46][C:45]([C:41]([CH3:44])([CH3:42])[CH3:43])=[CH:50][CH:49]=5)[CH:31]=2)[C:28]2[C:38]5[C:24]([C:25]([O:51][C:48]6[CH:47]=[CH:46][C:45]([C:41]([CH3:44])([CH3:42])[CH3:43])=[CH:50][CH:49]=6)=[CH:26][CH:27]=2)=[CH:23][CH:22]=[CH:21][C:20]=5[C:19]=4[C:18]([O:55][C:52]2[CH:49]=[CH:50][C:45]([C:41]([CH3:44])([CH3:43])[CH3:42])=[CH:46][CH:47]=2)=[CH:17][C:16]=3[C:14]1=[O:15])([CH3:3])[CH3:2], predict the reactants needed to synthesize it. The reactants are: [CH:1]([C:4]1[CH:9]=[CH:8][CH:7]=[C:6]([CH:10]([CH3:12])[CH3:11])[C:5]=1[N:13]1[C:35](=[O:36])[C:32]2[C:33]3[C:34]4[C:29](=[C:30](Br)[CH:31]=2)[C:28]2[C:38]5[C:24]([C:25](Br)=[CH:26][CH:27]=2)=[CH:23][CH:22]=[CH:21][C:20]=5[C:19]=4[C:18](Br)=[CH:17][C:16]=3[C:14]1=[O:15])([CH3:3])[CH3:2].[C:41]([C:45]1[CH:50]=[CH:49][C:48]([OH:51])=[CH:47][CH:46]=1)([CH3:44])([CH3:43])[CH3:42].[C:52](=[O:55])([O-])[O-].[K+].[K+].Cl. (2) Given the product [Br:17][C:18]1[CH:23]=[CH:22][CH:21]=[CH:20][C:19]=1[C:6]1[C:5]([O:9][CH2:10][C:11]2[CH:16]=[CH:15][CH:14]=[CH:13][CH:12]=2)=[CH:4][CH:3]=[C:2]([Cl:1])[N:7]=1, predict the reactants needed to synthesize it. The reactants are: [Cl:1][C:2]1[N:7]=[C:6](I)[C:5]([O:9][CH2:10][C:11]2[CH:16]=[CH:15][CH:14]=[CH:13][CH:12]=2)=[CH:4][CH:3]=1.[Br:17][C:18]1[CH:23]=[CH:22][CH:21]=[CH:20][C:19]=1B(O)O.C(=O)([O-])[O-].[K+].[K+].C(OCC)C. (3) Given the product [Br:1][C:2]1[CH:7]=[CH:6][C:5]([N:14]2[CH2:15][CH2:16][N:11]([CH2:9][CH3:10])[CH2:12][CH2:13]2)=[CH:4][CH:3]=1, predict the reactants needed to synthesize it. The reactants are: [Br:1][C:2]1[CH:7]=[CH:6][C:5](I)=[CH:4][CH:3]=1.[CH2:9]([N:11]1[CH2:16][CH2:15][NH:14][CH2:13][CH2:12]1)[CH3:10].[I-].P([O-])([O-])([O-])=O.[K+].[K+].[K+]. (4) Given the product [Cl:1][C:2]1[N:3]=[C:4]([NH:11][C@@H:12]2[CH2:16][CH2:15][N:14]([C:24](=[O:27])[CH:25]=[CH2:26])[CH2:13]2)[C:5]2[S:10][CH:9]=[CH:8][C:6]=2[N:7]=1, predict the reactants needed to synthesize it. The reactants are: [Cl:1][C:2]1[N:3]=[C:4]([NH:11][C@@H:12]2[CH2:16][CH2:15][NH:14][CH2:13]2)[C:5]2[S:10][CH:9]=[CH:8][C:6]=2[N:7]=1.C(N(CC)CC)C.[C:24](Cl)(=[O:27])[CH:25]=[CH2:26]. (5) The reactants are: Br[C:2]1[N:3]=[C:4]([NH:11][C:12]2[CH:20]=[C:19]3[C:15]([CH:16]=[CH:17][NH:18]3)=[CH:14][CH:13]=2)[C:5]2[N:6]([CH:8]=[CH:9][N:10]=2)[CH:7]=1.S(O)(O)(=O)=O.[NH2:26][C:27]1[CH:28]=[C:29](B(O)O)[CH:30]=[CH:31][CH:32]=1.[NH2:26][C:27]1[CH:32]=[C:31](B(O)O)[CH:30]=[CH:29][CH:28]=1.C([O-])([O-])=O.[Na+].[Na+]. Given the product [NH2:26][C:27]1[CH:32]=[C:31]([C:2]2[N:3]=[C:4]([NH:11][C:12]3[CH:20]=[C:19]4[C:15]([CH:16]=[CH:17][NH:18]4)=[CH:14][CH:13]=3)[C:5]3[N:6]([CH:8]=[CH:9][N:10]=3)[CH:7]=2)[CH:30]=[CH:29][CH:28]=1, predict the reactants needed to synthesize it. (6) The reactants are: [Cl:1][C:2]1[CH:10]=[CH:9][C:5]([C:6]([OH:8])=O)=[C:4]([O:11][CH3:12])[CH:3]=1.[C:13]([O:17][C:18]([CH3:21])([CH3:20])[CH3:19])(=[O:16])[NH:14][NH2:15].CCN=C=NCCCN(C)C.Cl.C(N(CC)CC)C. Given the product [Cl:1][C:2]1[CH:10]=[CH:9][C:5]([C:6]([NH:15][NH:14][C:13]([O:17][C:18]([CH3:21])([CH3:20])[CH3:19])=[O:16])=[O:8])=[C:4]([O:11][CH3:12])[CH:3]=1, predict the reactants needed to synthesize it.